From a dataset of Forward reaction prediction with 1.9M reactions from USPTO patents (1976-2016). Predict the product of the given reaction. (1) Given the reactants [N+:1]([C:4]1[CH:18]=[CH:17][C:7]([O:8][CH2:9][CH2:10][O:11][CH2:12][C:13]([O:15]C)=[O:14])=[CH:6][CH:5]=1)([O-:3])=[O:2].O[Li].O, predict the reaction product. The product is: [N+:1]([C:4]1[CH:5]=[CH:6][C:7]([O:8][CH2:9][CH2:10][O:11][CH2:12][C:13]([OH:15])=[O:14])=[CH:17][CH:18]=1)([O-:3])=[O:2]. (2) The product is: [CH3:1][O:2][C:3]1[CH:9]=[CH:8][C:6]([NH:7][S:18]([CH3:17])(=[O:20])=[O:19])=[C:5]([CH3:10])[CH:4]=1. Given the reactants [CH3:1][O:2][C:3]1[CH:9]=[CH:8][C:6]([NH2:7])=[C:5]([CH3:10])[CH:4]=1.N1C=CC=CC=1.[CH3:17][S:18](Cl)(=[O:20])=[O:19], predict the reaction product. (3) Given the reactants CC1C(=CC(=CC=1)N=C=O)N=C=O.[OH:14][CH2:15][CH2:16][O:17][C:18](=[O:21])[CH:19]=[CH2:20].[N-:22]=[C:23]=[O:24], predict the reaction product. The product is: [C:18]([OH:21])(=[O:17])[CH:19]=[CH2:20].[NH2:22][C:23]([O:14][CH2:15][CH3:16])=[O:24]. (4) Given the reactants [CH3:1][NH:2][S:3]([NH:6][CH2:7][C:8]([O:10]CC)=O)(=[O:5])=[O:4].O(C(C)(C)C)[K], predict the reaction product. The product is: [CH3:1][N:2]1[C:8](=[O:10])[CH2:7][NH:6][S:3]1(=[O:5])=[O:4].